From a dataset of Full USPTO retrosynthesis dataset with 1.9M reactions from patents (1976-2016). Predict the reactants needed to synthesize the given product. (1) Given the product [CH2:1]([N:8]1[C:16]2[C:11](=[CH:12][CH:13]=[CH:14][C:15]=2[C:21]2[CH:22]=[CH:23][C:24]([F:25])=[C:19]([Cl:18])[CH:20]=2)[CH:10]=[CH:9]1)[C:2]1[CH:7]=[CH:6][CH:5]=[CH:4][CH:3]=1, predict the reactants needed to synthesize it. The reactants are: [CH2:1]([N:8]1[C:16]2[C:11](=[CH:12][CH:13]=[CH:14][C:15]=2Br)[CH:10]=[CH:9]1)[C:2]1[CH:7]=[CH:6][CH:5]=[CH:4][CH:3]=1.[Cl:18][C:19]1[CH:20]=[C:21](B(O)O)[CH:22]=[CH:23][C:24]=1[F:25].ClCCl.C(=O)([O-])[O-].[K+].[K+]. (2) Given the product [NH2:6][C:5]1[CH:7]=[CH:8][C:2]([C:19]2[CH2:24][CH2:23][N:22]([C:25]([O:27][C:28]([CH3:31])([CH3:30])[CH3:29])=[O:26])[CH2:21][CH:20]=2)=[CH:3][C:4]=1[CH2:9][CH3:10], predict the reactants needed to synthesize it. The reactants are: Br[C:2]1[CH:8]=[CH:7][C:5]([NH2:6])=[C:4]([CH2:9][CH3:10])[CH:3]=1.CC1(C)C(C)(C)OB([C:19]2[CH2:24][CH2:23][N:22]([C:25]([O:27][C:28]([CH3:31])([CH3:30])[CH3:29])=[O:26])[CH2:21][CH:20]=2)O1.C(=O)([O-])[O-].[Cs+].[Cs+].O.